Dataset: Experimentally validated miRNA-target interactions with 360,000+ pairs, plus equal number of negative samples. Task: Binary Classification. Given a miRNA mature sequence and a target amino acid sequence, predict their likelihood of interaction. (1) The miRNA is mmu-miR-466b-3p with sequence AUACAUACACGCACACAUAAGA. The protein sequence of the target gene is METHISCLFPELLAMIFGYLDVRDKGRAAQVCTAWRDAAYHKSVWRGVEAKLHLRRANPSLFPSLQARGIRRVQILSLRRSLSYVIQGMANIESLNLSGCYNLTDNGLGHAFVQEIGSLRALNLSLCKQITDSSLGRIAQYLKGLEVLELGGCSNITNTGLLLIAWGLQRLKSLNLRSCRHLSDVGIGHLAGMTRSAAEGCLGLEQLTLQDCQKLTDLSLKHISRGLTGLRLLNLSFCGGISDAGLLHLSHMGSLRSLNLRSCDNISDTGIMHLAMGSLRLSGLDVSFCDKVGDQSLAYI.... Result: 1 (interaction). (2) The miRNA is mmu-miR-3074-1-3p with sequence GAUAUCAGCUCAGUAGGCACCG. The protein sequence of the target gene is MAPWGKRLAGVRGVLLDISGVLYDSGAGGGTAIAGSVEAVARLKRSRLKVRFCTNESQKSRAELVGQLQRLGFDISEQEVTAPAPAACQILKEQGLRPYLLIHDGVRSEFDQIDTSNPNCVVIADAGESFSYQNMNNAFQVLMELEKPVLISLGKGRYYKETSGLMLDVGPYMKALEYACGIKAEVVGKPSPEFFKSALQAIGVEAHQAVMIGDDIVGDVGGAQRCGMRALQVRTGKFRPSDEHHPEVKADGYVDNLAEAVDLLLQHADK. Result: 0 (no interaction). (3) The miRNA is rno-miR-190a-5p with sequence UGAUAUGUUUGAUAUAUUAGGU. The protein sequence of the target gene is MEDLSSPDSTLLQGGHNLLSSASFQEAVTFKDVIVDFTQEEWKQLDPGQRDLFRDVTLENYTHLVSIGLQVSKPDVISQLEQGTEPWIMEPSIPVGTCADWETRLENSVSAPEPDISEEELSPEVIVEKHKRDDSWSSNLLESWEYEGSLERQQANQQTLPKEIKVTEKTIPSWEKGPVNNEFGKSVNVSSNLVTQEPSPEETSTKRSIKQNSNPVKKEKSCKCNECGKAFSYCSALIRHQRTHTGEKPYKCNECEKAFSRSENLINHQRIHTGDKPYKCDQCGKGFIEGPSLTQHQRIH.... Result: 0 (no interaction).